From a dataset of Orexin1 receptor HTS with 218,158 compounds and 233 confirmed actives. Binary Classification. Given a drug SMILES string, predict its activity (active/inactive) in a high-throughput screening assay against a specified biological target. (1) The drug is O(c1c(OC)cc(cc1)/C=C\C)CC(OCC)=O. The result is 0 (inactive). (2) The compound is Fc1c(C(=O)Nc2cc3nc(oc3cc2)c2ccncc2)c(F)c(F)c(F)c1F. The result is 0 (inactive). (3) The drug is O(C(=O)C(N(c1ccccc1)C(=O)COC)C)C. The result is 0 (inactive). (4) The molecule is S(=O)(=O)(N1CCN(CC1)Cc1ccccc1)N(C)C. The result is 0 (inactive).